From a dataset of Full USPTO retrosynthesis dataset with 1.9M reactions from patents (1976-2016). Predict the reactants needed to synthesize the given product. (1) Given the product [Cl:10][C:11]1[CH:12]=[CH:13][C:14]([C@H:17]([NH:19][C:20]([C:22]2([C:28]#[N:29])[CH2:23][CH2:24][N:25]([C:35]3[C:34]4[CH:30]=[CH:31][NH:32][C:33]=4[N:38]=[CH:37][N:36]=3)[CH2:26][CH2:27]2)=[O:21])[CH3:18])=[CH:15][CH:16]=1, predict the reactants needed to synthesize it. The reactants are: CCN(C(C)C)C(C)C.[Cl:10][C:11]1[CH:16]=[CH:15][C:14]([C@H:17]([NH:19][C:20]([C:22]2([C:28]#[N:29])[CH2:27][CH2:26][NH:25][CH2:24][CH2:23]2)=[O:21])[CH3:18])=[CH:13][CH:12]=1.[CH:30]1[C:34]2[C:35](Cl)=[N:36][CH:37]=[N:38][C:33]=2[NH:32][CH:31]=1. (2) Given the product [CH2:33]([O:32][C:30](=[O:31])[N:2]([CH2:3][CH:4]1[CH2:8][C:7]2[CH:9]=[CH:10][CH:11]=[C:12]([C:13]3[CH:18]=[CH:17][CH:16]=[CH:15][C:14]=3[CH3:19])[C:6]=2[O:5]1)[CH3:1])[C:34]1[CH:39]=[CH:38][CH:37]=[CH:36][CH:35]=1, predict the reactants needed to synthesize it. The reactants are: [CH3:1][NH:2][CH2:3][CH:4]1[CH2:8][C:7]2[CH:9]=[CH:10][CH:11]=[C:12]([C:13]3[CH:18]=[CH:17][CH:16]=[CH:15][C:14]=3[CH3:19])[C:6]=2[O:5]1.C(N(C(C)C)CC)(C)C.Cl[C:30]([O:32][CH2:33][C:34]1[CH:39]=[CH:38][CH:37]=[CH:36][CH:35]=1)=[O:31].C1(C2C3OC(CNC(=O)OCC4C=CC=CC=4)CC=3C=CC=2)CCCC1. (3) Given the product [F:1][C:2]1[CH:3]=[C:4]2[C:8](=[CH:9][CH:10]=1)[NH:7][C:6](=[O:11])[C:5]2=[N:12][N:13]=[CH:14][C:15]1[CH:16]=[CH:17][C:18]([C:19]([NH:21][CH2:22][CH2:23][CH2:24][CH2:25][CH2:26][C:27]([NH:50][C:49]2[CH:48]=[CH:47][CH:46]=[CH:45][C:53]=2[NH2:52])=[O:29])=[O:20])=[CH:30][CH:31]=1, predict the reactants needed to synthesize it. The reactants are: [F:1][C:2]1[CH:3]=[C:4]2[C:8](=[CH:9][CH:10]=1)[NH:7][C:6](=[O:11])[C:5]2=[N:12][N:13]=[CH:14][C:15]1[CH:31]=[CH:30][C:18]([C:19]([NH:21][CH2:22][CH2:23][CH2:24][CH2:25][CH2:26][C:27]([OH:29])=O)=[O:20])=[CH:17][CH:16]=1.Cl.C(N=C=NCCCN(C)C)C.O[C:45]1[C:53]2[N:52]=N[NH:50][C:49]=2[CH:48]=[CH:47][CH:46]=1.C(N(CC)CC)C.C1(N)C=CC=CC=1N. (4) Given the product [CH2:1]([O:3][C:4]([C:5]1[CH:10]=[CH:9][C:8]([N:16]2[CH2:15][CH2:14][N:13]([C:19]([O:21][C:22]([CH3:25])([CH3:24])[CH3:23])=[O:20])[CH2:18][CH2:17]2)=[CH:7][CH:6]=1)=[O:12])[CH3:2], predict the reactants needed to synthesize it. The reactants are: [CH2:1]([O:3][C:4](=[O:12])[C:5]1[CH:10]=[CH:9][C:8](F)=[CH:7][CH:6]=1)[CH3:2].[N:13]1([C:19]([O:21][C:22]([CH3:25])([CH3:24])[CH3:23])=[O:20])[CH2:18][CH2:17][NH:16][CH2:15][CH2:14]1.C(=O)([O-])[O-].[K+].[K+].O. (5) The reactants are: [Cl:1][C:2]1[C:13]2[C:12](=O)[N:11]([CH:15]3[CH2:20][CH2:19][N:18]([CH3:21])[CH2:17][CH2:16]3)[C:10](=[O:22])[C:9]=2[CH:8]=[C:7]2[C:3]=1[N:4]=[C:5]([C:23]1[C:24](=[O:38])[NH:25][CH:26]=[CH:27][C:28]=1[NH:29][CH:30]([CH3:37])[CH2:31][C:32]1[S:33][CH:34]=[CH:35][CH:36]=1)[NH:6]2. Given the product [Cl:1][C:2]1[C:13]2[CH2:12][N:11]([CH:15]3[CH2:20][CH2:19][N:18]([CH3:21])[CH2:17][CH2:16]3)[C:10](=[O:22])[C:9]=2[CH:8]=[C:7]2[C:3]=1[N:4]=[C:5]([C:23]1[C:24](=[O:38])[NH:25][CH:26]=[CH:27][C:28]=1[NH:29][CH:30]([CH3:37])[CH2:31][C:32]1[S:33][CH:34]=[CH:35][CH:36]=1)[NH:6]2, predict the reactants needed to synthesize it.